This data is from Reaction yield outcomes from USPTO patents with 853,638 reactions. The task is: Predict the reaction yield, written as a fraction of the theoretical maximum amount of product (1.0 means a 100% yield; for example, 0.34 means a 34% yield). (1) The reactants are [Cl:1][C:2]1[S:6][C:5]([C:7]([O:9][CH3:10])=[O:8])=[CH:4][C:3]=1[C:11]1[N:15]([CH3:16])[N:14]=[CH:13][CH:12]=1.O.[B-](F)(F)(F)[F:19].[B-](F)(F)(F)F.C1[N+]2(CCl)CC[N+](F)(CC2)C1. The catalyst is C(#N)C. The product is [Cl:1][C:2]1[S:6][C:5]([C:7]([O:9][CH3:10])=[O:8])=[CH:4][C:3]=1[C:11]1[N:15]([CH3:16])[N:14]=[CH:13][C:12]=1[F:19]. The yield is 0.243. (2) The reactants are F[C:2](F)(F)[C:3]([OH:5])=O.F[C:9]1[N:16]=[CH:15][CH:14]=[CH:13][C:10]=1[C:11]#[N:12].[CH:17]([N:20](C(C)C)[CH2:21]C)(C)[CH3:18]. The catalyst is ClCCl.O1CCCC1. The product is [CH:3]12[CH2:2][CH:17]([N:20]([C:9]3[N:16]=[CH:15][CH:14]=[CH:13][C:10]=3[C:11]#[N:12])[CH2:21]1)[CH2:18][O:5]2. The yield is 0.510. (3) The reactants are C(OC(=O)[CH2:5][O:6][C@H:7]1[CH2:12][CH2:11][C@H:10]([N:13]2[C:18](=[O:19])[C:17]([CH2:20][C:21]3[CH:26]=[CH:25][C:24]([C:27]4[CH:32]=[CH:31][CH:30]=[CH:29][C:28]=4[C:33]#[N:34])=[CH:23][C:22]=3[O:35][CH3:36])=[C:16]([CH2:37][CH2:38][CH3:39])[N:15]3[N:40]=[CH:41][CH:42]=[C:14]23)[CH2:9][CH2:8]1)C.[CH3:44][Mg]Br.C([O:50][CH2:51][CH3:52])(=O)C. The catalyst is O1CCCC1. The product is [OH:50][C:51]([CH3:52])([CH3:44])[CH2:5][O:6][C@H:7]1[CH2:8][CH2:9][C@H:10]([N:13]2[C:18](=[O:19])[C:17]([CH2:20][C:21]3[CH:26]=[CH:25][C:24]([C:27]4[C:28]([C:33]#[N:34])=[CH:29][CH:30]=[CH:31][CH:32]=4)=[CH:23][C:22]=3[O:35][CH3:36])=[C:16]([CH2:37][CH2:38][CH3:39])[N:15]3[N:40]=[CH:41][CH:42]=[C:14]23)[CH2:11][CH2:12]1. The yield is 0.870.